Dataset: CYP2C19 inhibition data for predicting drug metabolism from PubChem BioAssay. Task: Regression/Classification. Given a drug SMILES string, predict its absorption, distribution, metabolism, or excretion properties. Task type varies by dataset: regression for continuous measurements (e.g., permeability, clearance, half-life) or binary classification for categorical outcomes (e.g., BBB penetration, CYP inhibition). Dataset: cyp2c19_veith. (1) The molecule is C#CCCCO/N=C1/C[C@@H](O)[C@@H](O)[C@H]2[C@@H]1CC[C@@H]1C(=O)N(CCC(=O)OCC)C(=O)[C@H]12. The result is 0 (non-inhibitor). (2) The compound is O=C(Oc1ccccc1)N1CCC[C@@]2(CCN(Cc3cc(C(F)(F)F)cc(C(F)(F)F)c3)C2)C1. The result is 0 (non-inhibitor). (3) The drug is CCNc1nc(Oc2ccc(=O)n(-c3ccccc3)n2)nc(N(C)C)n1. The result is 1 (inhibitor). (4) The drug is Cc1noc(C)c1C(=O)N1CCC[C@@]2(CCN(C(=O)Nc3cccc(C#N)c3)C2)C1. The result is 0 (non-inhibitor). (5) The drug is CCN1C(=O)C=CC1=O. The result is 0 (non-inhibitor). (6) The result is 1 (inhibitor). The compound is O=C(c1ccc(Br)cc1)c1cc([N+](=O)[O-])ccc1N1CCCCC1.